This data is from Full USPTO retrosynthesis dataset with 1.9M reactions from patents (1976-2016). The task is: Predict the reactants needed to synthesize the given product. (1) Given the product [Br:2][C:3]1[CH:4]=[C:5]([N:9]2[CH:14]=[N:16][CH:12]=[N:10]2)[CH:6]=[CH:7][CH:8]=1, predict the reactants needed to synthesize it. The reactants are: Cl.[Br:2][C:3]1[CH:4]=[C:5]([NH:9][NH2:10])[CH:6]=[CH:7][CH:8]=1.Cl[CH2:12]Cl.[CH:14]([NH2:16])=O. (2) Given the product [CH2:1]([N:8]([CH2:9][C@@H:10]([C:12]1[CH:23]=[CH:22][C:15]2[O:16][C:17]([CH3:20])([CH3:21])[O:18][CH2:19][C:14]=2[CH:13]=1)[OH:11])[CH2:25][CH2:26][CH2:27][CH2:28][CH2:29][CH2:30][CH2:31][O:32][CH2:33][CH2:34][CH2:35][C:36]1[CH:37]=[C:38]([S:42]([NH2:45])(=[O:44])=[O:43])[CH:39]=[CH:40][CH:41]=1)[C:2]1[CH:3]=[CH:4][CH:5]=[CH:6][CH:7]=1, predict the reactants needed to synthesize it. The reactants are: [CH2:1]([NH:8][CH2:9][C@@H:10]([C:12]1[CH:23]=[CH:22][C:15]2[O:16][C:17]([CH3:21])([CH3:20])[O:18][CH2:19][C:14]=2[CH:13]=1)[OH:11])[C:2]1[CH:7]=[CH:6][CH:5]=[CH:4][CH:3]=1.Br[CH2:25][CH2:26][CH2:27][CH2:28][CH2:29][CH2:30][CH2:31][O:32][CH2:33][CH2:34][CH2:35][C:36]1[CH:37]=[C:38]([S:42]([NH2:45])(=[O:44])=[O:43])[CH:39]=[CH:40][CH:41]=1.C(N(CC)C(C)C)(C)C.C(#N)C.